Dataset: Forward reaction prediction with 1.9M reactions from USPTO patents (1976-2016). Task: Predict the product of the given reaction. (1) Given the reactants [CH2:1]([O:3][C:4]([C:6]1[C:7](Cl)=[C:8]2[CH:14]=[N:13][N:12]([CH2:15][CH3:16])[C:9]2=[N:10][CH:11]=1)=[O:5])[CH3:2].[F:18][C:19]1[CH:24]=[CH:23][C:22](B(O)O)=[C:21]([CH3:28])[CH:20]=1.C([O-])([O-])=O.[Na+].[Na+], predict the reaction product. The product is: [CH2:1]([O:3][C:4]([C:6]1[C:7]([C:22]2[CH:23]=[CH:24][C:19]([F:18])=[CH:20][C:21]=2[CH3:28])=[C:8]2[CH:14]=[N:13][N:12]([CH2:15][CH3:16])[C:9]2=[N:10][CH:11]=1)=[O:5])[CH3:2]. (2) Given the reactants [N:1]1([CH2:10][C:11]2[CH:19]=[CH:18][C:14]([C:15]([OH:17])=O)=[CH:13][CH:12]=2)[C:5]2[CH:6]=[CH:7][CH:8]=[CH:9][C:4]=2[N:3]=[CH:2]1.[CH3:20][C:21]1[O:25][N:24]=[C:23]([NH2:26])[CH:22]=1, predict the reaction product. The product is: [N:1]1([CH2:10][C:11]2[CH:12]=[CH:13][C:14]([C:15]([NH:26][C:23]3[CH:22]=[C:21]([CH3:20])[O:25][N:24]=3)=[O:17])=[CH:18][CH:19]=2)[C:5]2[CH:6]=[CH:7][CH:8]=[CH:9][C:4]=2[N:3]=[CH:2]1. (3) Given the reactants [CH3:1][C:2]1([CH3:13])[CH2:6][CH2:5][C:4](=O)[CH:3]1[C:8]([O:10][CH2:11][CH3:12])=[O:9].C([O-])(=O)C.[NH4+:18], predict the reaction product. The product is: [NH2:18][C:4]1[CH2:5][CH2:6][C:2]([CH3:13])([CH3:1])[C:3]=1[C:8]([O:10][CH2:11][CH3:12])=[O:9]. (4) Given the reactants [CH2:1]([O:3][C:4](=[O:28])[C:5]([C:26]#[N:27])([C:7]1[CH:12]=[CH:11][C:10]([NH:13][C:14](=[O:25])[C:15]2[CH:20]=[CH:19][C:18]([O:21][CH3:22])=[C:17]([O:23][CH3:24])[CH:16]=2)=[CH:9][CH:8]=1)[CH3:6])[CH3:2].Cl.C1C=CC2N(O)N=NC=2C=1.C(Cl)CCl.[N:44]1[CH:45]=[C:46]([C:53](O)=[O:54])[N:47]2[CH:52]=[CH:51][CH:50]=[CH:49][C:48]=12, predict the reaction product. The product is: [CH2:1]([O:3][C:4](=[O:28])[C:5]([C:7]1[CH:8]=[CH:9][C:10]([NH:13][C:14](=[O:25])[C:15]2[CH:20]=[CH:19][C:18]([O:21][CH3:22])=[C:17]([O:23][CH3:24])[CH:16]=2)=[CH:11][CH:12]=1)([CH3:6])[CH2:26][NH:27][C:53]([C:46]1[N:47]2[CH:52]=[CH:51][CH:50]=[CH:49][C:48]2=[N:44][CH:45]=1)=[O:54])[CH3:2]. (5) Given the reactants F[C:2]1[N:10]=[C:9]2[C:5]([N:6]=[CH:7][N:8]2[CH:11]([CH3:13])[CH3:12])=[C:4]([NH:14][CH2:15][C:16]2[CH:17]=[N:18][CH:19]=[CH:20][CH:21]=2)[N:3]=1.CCN(C(C)C)C(C)C.[NH2:31][CH2:32][C@H:33]([OH:35])[CH3:34], predict the reaction product. The product is: [CH:11]([N:8]1[CH:7]=[N:6][C:5]2[C:9]1=[N:10][C:2]([NH:31][CH2:32][C@H:33]([OH:35])[CH3:34])=[N:3][C:4]=2[NH:14][CH2:15][C:16]1[CH:17]=[N:18][CH:19]=[CH:20][CH:21]=1)([CH3:13])[CH3:12].